This data is from Catalyst prediction with 721,799 reactions and 888 catalyst types from USPTO. The task is: Predict which catalyst facilitates the given reaction. (1) Reactant: Br[C:2]1[CH:3]=[CH:4][C:5]2[N:6]([C:8]([S:11][C:12]3[CH:13]=[C:14]4[C:19](=[CH:20][CH:21]=3)[N:18]=[CH:17][C:16]([N:22]3[CH2:27][CH2:26][O:25][CH2:24][CH2:23]3)=[CH:15]4)=[N:9][N:10]=2)[CH:7]=1.N#N.C([Sn](CCCC)(CCCC)[C:35]([O:37][CH2:38][CH3:39])=[CH2:36])CCC. Product: [CH2:38]([O:37][C:35]([C:2]1[CH:3]=[CH:4][C:5]2[N:6]([C:8]([S:11][C:12]3[CH:13]=[C:14]4[C:19](=[CH:20][CH:21]=3)[N:18]=[CH:17][C:16]([N:22]3[CH2:27][CH2:26][O:25][CH2:24][CH2:23]3)=[CH:15]4)=[N:9][N:10]=2)[CH:7]=1)=[CH2:36])[CH3:39]. The catalyst class is: 184. (2) Reactant: [F:1][C:2]1([F:23])[CH2:13]C=C[CH2:10][C@@H:9](C)[C:8](=[O:15])[O:7][CH2:6][C@@H:5]([C:16]2[CH:21]=[CH:20][CH:19]=[CH:18][CH:17]=2)[NH:4][C:3]1=[O:22].[CH3:24][C:25]([OH:28])([CH3:27])C.C1C[O:32]CC1.O.C[N+]1([O-])CCOCC1.S([O-])([O-])=O.[Na+].[Na+]. Product: [F:1][C:2]1([F:23])[CH2:13][C@H:24]([OH:32])[C@@H:25]([OH:28])[CH2:27][C@@H:9]([CH3:10])[C:8](=[O:15])[O:7][CH2:6][C@@H:5]([C:16]2[CH:21]=[CH:20][CH:19]=[CH:18][CH:17]=2)[NH:4][C:3]1=[O:22]. The catalyst class is: 161. (3) Reactant: [OH:1][C:2]1[CH:11]=[CH:10][CH:9]=[C:8]2[C:3]=1[CH2:4][CH2:5][NH:6][C:7]2=[O:12].Br[CH2:14][C:15]1[CH:20]=[CH:19][C:18]([S:21][C:22]([F:25])([F:24])[F:23])=[CH:17][CH:16]=1. Product: [F:23][C:22]([S:21][C:18]1[CH:19]=[CH:20][C:15]([CH2:14][O:1][C:2]2[CH:11]=[CH:10][CH:9]=[C:8]3[C:3]=2[CH2:4][CH2:5][NH:6][C:7]3=[O:12])=[CH:16][CH:17]=1)([F:25])[F:24]. The catalyst class is: 8. (4) Reactant: [C:1]([O:5][C:6](=[O:18])[NH:7][CH2:8][CH:9]1[CH2:14][CH2:13][CH2:12][CH:11]([C:15](=[O:17])[NH2:16])[CH2:10]1)([CH3:4])([CH3:3])[CH3:2].C(=O)([O-])[O-].[Cs+].[Cs+].C1(P(C2C=CC=CC=2)C2C3OC4C(=CC=CC=4P(C4C=CC=CC=4)C4C=CC=CC=4)C(C)(C)C=3C=CC=2)C=CC=CC=1.[CH3:67][O:68][C:69]1[CH:78]=[CH:77][C:76]2[C:71](=[C:72](OS(C(F)(F)F)(=O)=O)[CH:73]=[CH:74][CH:75]=2)[N:70]=1. Product: [C:1]([O:5][C:6](=[O:18])[NH:7][CH2:8][CH:9]1[CH2:14][CH2:13][CH2:12][CH:11]([C:15](=[O:17])[NH:16][C:72]2[CH:73]=[CH:74][CH:75]=[C:76]3[C:71]=2[N:70]=[C:69]([O:68][CH3:67])[CH:78]=[CH:77]3)[CH2:10]1)([CH3:4])([CH3:2])[CH3:3]. The catalyst class is: 12. (5) Product: [CH:36]1([NH:41][C:33]([C:30]2([C:28]([NH:27][C:3]3[CH:4]=[CH:5][C:6]([O:8][C:9]4[CH:14]=[CH:13][N:12]=[C:11]([NH:15][C:16]([N:18]([CH3:26])[CH:19]5[CH2:24][CH2:23][N:22]([CH3:25])[CH2:21][CH2:20]5)=[O:17])[CH:10]=4)=[CH:7][C:2]=3[F:1])=[O:29])[CH2:32][CH2:31]2)=[O:34])[CH2:40][CH2:39][CH2:38][CH2:37]1. Reactant: [F:1][C:2]1[CH:7]=[C:6]([O:8][C:9]2[CH:14]=[CH:13][N:12]=[C:11]([NH:15][C:16]([N:18]([CH3:26])[CH:19]3[CH2:24][CH2:23][N:22]([CH3:25])[CH2:21][CH2:20]3)=[O:17])[CH:10]=2)[CH:5]=[CH:4][C:3]=1[NH:27][C:28]([C:30]1([C:33](O)=[O:34])[CH2:32][CH2:31]1)=[O:29].[CH:36]1([NH2:41])[CH2:40][CH2:39][CH2:38][CH2:37]1.C(N(CC)CC)C.F[P-](F)(F)(F)(F)F.N1(O[P+](N(C)C)(N(C)C)N(C)C)C2C=CC=CC=2N=N1. The catalyst class is: 9. (6) Reactant: [NH2:1][C:2]1[CH:3]=[C:4]2[C:13](=[CH:14][C:15]=1[CH3:16])[O:12][CH2:11][C:10]1[N:5]2[CH:6]([CH3:18])[C:7](=[O:17])[NH:8][N:9]=1.[C:19]([O:23][C:24]([N:26]1[CH2:29][C:28](=O)[CH2:27]1)=[O:25])([CH3:22])([CH3:21])[CH3:20].C([BH3-])#N.[Na+]. Product: [C:19]([O:23][C:24]([N:26]1[CH2:29][CH:28]([NH:1][C:2]2[CH:3]=[C:4]3[C:13](=[CH:14][C:15]=2[CH3:16])[O:12][CH2:11][C:10]2[N:5]3[CH:6]([CH3:18])[C:7](=[O:17])[NH:8][N:9]=2)[CH2:27]1)=[O:25])([CH3:22])([CH3:20])[CH3:21]. The catalyst class is: 130. (7) Reactant: [CH3:1][O:2][C:3]1[CH:8]=[CH:7][C:6]([C:9]2[CH:14]=[CH:13][N:12]=[C:11]([SH:15])[N:10]=2)=[CH:5][CH:4]=1.[CH3:16][O:17][C:18](=[O:27])[C:19]1[CH:24]=[CH:23][C:22]([CH2:25]Br)=[CH:21][CH:20]=1. Product: [CH3:16][O:17][C:18](=[O:27])[C:19]1[CH:24]=[CH:23][C:22]([CH2:25][S:15][C:11]2[N:10]=[C:9]([C:6]3[CH:7]=[CH:8][C:3]([O:2][CH3:1])=[CH:4][CH:5]=3)[CH:14]=[CH:13][N:12]=2)=[CH:21][CH:20]=1. The catalyst class is: 3. (8) Reactant: [ClH:1].C(OC([NH:9][CH2:10][C@H:11]1[CH2:16][CH2:15][C@H:14]([C:17]([NH:19][C@@H:20]([CH2:44][C:45]2[CH:50]=[CH:49][C:48]([C:51]3[CH:56]=[C:55]([C:57](=[O:66])[NH:58][CH:59]4[CH2:64][CH2:63][N:62]([CH3:65])[CH2:61][CH2:60]4)[CH:54]=[CH:53][C:52]=3[CH3:67])=[CH:47][CH:46]=2)[C:21]([NH:23][C:24]2[CH:29]=[CH:28][C:27]([C:30]3[NH:34][N:33]=[C:32]([C:35]([F:43])([F:42])[C:36]([F:41])([F:40])[C:37]([OH:39])=[O:38])[N:31]=3)=[CH:26][CH:25]=2)=[O:22])=[O:18])[CH2:13][CH2:12]1)=O)(C)(C)C. Product: [ClH:1].[NH2:9][CH2:10][C@H:11]1[CH2:12][CH2:13][C@H:14]([C:17]([NH:19][C@@H:20]([CH2:44][C:45]2[CH:46]=[CH:47][C:48]([C:51]3[CH:56]=[C:55]([C:57](=[O:66])[NH:58][CH:59]4[CH2:60][CH2:61][N:62]([CH3:65])[CH2:63][CH2:64]4)[CH:54]=[CH:53][C:52]=3[CH3:67])=[CH:49][CH:50]=2)[C:21]([NH:23][C:24]2[CH:29]=[CH:28][C:27]([C:30]3[NH:34][N:33]=[C:32]([C:35]([F:43])([F:42])[C:36]([F:40])([F:41])[C:37]([OH:39])=[O:38])[N:31]=3)=[CH:26][CH:25]=2)=[O:22])=[O:18])[CH2:15][CH2:16]1. The catalyst class is: 12.